From a dataset of Reaction yield outcomes from USPTO patents with 853,638 reactions. Predict the reaction yield, written as a fraction of the theoretical maximum amount of product (1.0 means a 100% yield; for example, 0.34 means a 34% yield). The reactants are [NH:1]1[CH2:6][CH2:5][CH2:4][CH2:3][C:2]1=[O:7].C([Li])CCC.Cl[CH2:14][C:15]1[N:24]=[C:23]([N:25]([C:27]2[CH:32]=[CH:31][C:30]([O:33][CH3:34])=[CH:29][CH:28]=2)[CH3:26])[C:22]2[C:17](=[CH:18][CH:19]=[CH:20][CH:21]=2)[N:16]=1. The catalyst is C1COCC1. The product is [CH3:34][O:33][C:30]1[CH:29]=[CH:28][C:27]([N:25]([CH3:26])[C:23]2[C:22]3[C:17](=[CH:18][CH:19]=[CH:20][CH:21]=3)[N:16]=[C:15]([CH2:14][N:1]3[CH2:6][CH2:5][CH2:4][CH2:3][C:2]3=[O:7])[N:24]=2)=[CH:32][CH:31]=1. The yield is 0.820.